From a dataset of Forward reaction prediction with 1.9M reactions from USPTO patents (1976-2016). Predict the product of the given reaction. (1) Given the reactants [Cl:1][C:2]1[CH:3]=[C:4]([NH:10][CH2:11][CH2:12][CH2:13][NH2:14])[CH:5]=[CH:6][C:7]=1[O:8][CH3:9].[F:15][C:16]([F:31])([F:30])[C:17]1[CH:18]=[C:19]([CH:23]=[C:24]([C:26]([F:29])([F:28])[F:27])[CH:25]=1)[C:20](O)=[O:21].O.ON1C2C=CC=CC=2N=N1.Cl.CN(C)CCCN=C=NCC.C(N(CC)C(C)C)(C)C, predict the reaction product. The product is: [Cl:1][C:2]1[CH:3]=[C:4]([NH:10][CH2:11][CH2:12][CH2:13][NH:14][C:20](=[O:21])[C:19]2[CH:23]=[C:24]([C:26]([F:27])([F:28])[F:29])[CH:25]=[C:17]([C:16]([F:15])([F:30])[F:31])[CH:18]=2)[CH:5]=[CH:6][C:7]=1[O:8][CH3:9]. (2) Given the reactants [CH3:1][O:2][C:3]([C:5]1[N:6]=[C:7]([NH2:10])[S:8][CH:9]=1)=[O:4].[C:11]1([CH:17]([C:21]2[CH:26]=[CH:25][CH:24]=[CH:23][CH:22]=2)[C:18](O)=[O:19])[CH:16]=[CH:15][CH:14]=[CH:13][CH:12]=1.[CH2:27](N(CC)CC)C.F[P-](F)(F)(F)(F)F.N1(OC(N(C)C)=[N+](C)C)C2N=CC=CC=2N=N1, predict the reaction product. The product is: [CH2:1]([O:2][C:3]([C:5]1[N:6]=[C:7]([NH:10][C:18](=[O:19])[CH:17]([C:21]2[CH:26]=[CH:25][CH:24]=[CH:23][CH:22]=2)[C:11]2[CH:16]=[CH:15][CH:14]=[CH:13][CH:12]=2)[S:8][CH:9]=1)=[O:4])[CH3:27]. (3) The product is: [CH2:14]([O:16][CH2:17][O:9][C:5]1[CH:6]=[CH:7][CH:8]=[C:3]([C:2]([F:10])([F:11])[F:1])[CH:4]=1)[CH3:15]. Given the reactants [F:1][C:2]([F:11])([F:10])[C:3]1[CH:4]=[C:5]([OH:9])[CH:6]=[CH:7][CH:8]=1.[H-].[Na+].[CH2:14]([O:16][CH2:17]Cl)[CH3:15], predict the reaction product. (4) The product is: [Si:1]([O:8][CH2:9][C:10]1[CH:16]=[CH:15][C:13]([NH:14][CH2:19][C:21]2[CH:22]=[CH:23][C:24]([NH:27][C:28](=[O:34])[O:29][C:30]([CH3:32])([CH3:31])[CH3:33])=[CH:25][CH:26]=2)=[C:12]([O:17][CH3:18])[CH:11]=1)([C:4]([CH3:7])([CH3:6])[CH3:5])([CH3:2])[CH3:3]. Given the reactants [Si:1]([O:8][CH2:9][C:10]1[CH:16]=[CH:15][C:13]([NH2:14])=[C:12]([O:17][CH3:18])[CH:11]=1)([C:4]([CH3:7])([CH3:6])[CH3:5])([CH3:3])[CH3:2].[CH:19]([C:21]1[CH:26]=[CH:25][C:24]([NH:27][C:28](=[O:34])[O:29][C:30]([CH3:33])([CH3:32])[CH3:31])=[CH:23][CH:22]=1)=O.[O-]S([O-])(=O)=O.[Mg+2].[O-]S([O-])(=O)=O.[Na+].[Na+].[BH4-].[Na+].N#N, predict the reaction product. (5) The product is: [NH2:14][C:5]1[CH:6]=[C:7]([S:10]([NH2:13])(=[O:12])=[O:11])[CH:8]=[CH:9][C:4]=1[S:3][CH2:1][CH3:2]. Given the reactants [CH2:1]([S:3][C:4]1[CH:9]=[CH:8][C:7]([S:10]([NH2:13])(=[O:12])=[O:11])=[CH:6][C:5]=1[N+:14]([O-])=O)[CH3:2].COC1C=C(C=CC=1[N+]([O-])=O)C(N)=O.CC1C=CC(C(N)=O)=CC=1NC(N)=S, predict the reaction product. (6) Given the reactants C([O:3][C:4](=[O:19])[CH2:5][CH2:6][CH2:7][CH2:8][C:9]1[CH:14]=[CH:13][N:12]=[C:11](S(C)(=O)=O)[N:10]=1)C.[NH3:20], predict the reaction product. The product is: [NH2:20][C:11]1[N:10]=[C:9]([CH2:8][CH2:7][CH2:6][CH2:5][C:4]([OH:3])=[O:19])[CH:14]=[CH:13][N:12]=1. (7) The product is: [Br:3][C:4]1[C:5](=[O:38])[N:6]([CH2:21][C:22]2[CH:26]=[C:25]([C:27]([OH:29])=[O:28])[N:24]([CH:32]3[CH2:37][CH2:36][CH2:35][CH2:34][O:33]3)[N:23]=2)[C:7]([CH3:20])=[CH:8][C:9]=1[O:10][CH2:11][C:12]1[CH:17]=[CH:16][C:15]([F:18])=[CH:14][C:13]=1[F:19]. Given the reactants [OH-].[Na+].[Br:3][C:4]1[C:5](=[O:38])[N:6]([CH2:21][C:22]2[CH:26]=[C:25]([C:27]([O:29]CC)=[O:28])[N:24]([CH:32]3[CH2:37][CH2:36][CH2:35][CH2:34][O:33]3)[N:23]=2)[C:7]([CH3:20])=[CH:8][C:9]=1[O:10][CH2:11][C:12]1[CH:17]=[CH:16][C:15]([F:18])=[CH:14][C:13]=1[F:19].O.[Cl-].[NH4+], predict the reaction product.